This data is from Reaction yield outcomes from USPTO patents with 853,638 reactions. The task is: Predict the reaction yield, written as a fraction of the theoretical maximum amount of product (1.0 means a 100% yield; for example, 0.34 means a 34% yield). (1) The reactants are Cl[C:2]1[C:11]2[C:6](=[CH:7][C:8]([O:14][CH3:15])=[C:9]([O:12][CH3:13])[CH:10]=2)[N:5]=[N:4][C:3]=1[C:16]([O:18][CH2:19][CH3:20])=[O:17].C(O)C.[F:24][C:25]1[CH:31]=[C:30]([F:32])[CH:29]=[CH:28][C:26]=1[NH2:27].C(O)(=O)C. The catalyst is N. The product is [F:24][C:25]1[CH:31]=[C:30]([F:32])[CH:29]=[CH:28][C:26]=1[NH:27][C:2]1[C:11]2[C:6](=[CH:7][C:8]([O:14][CH3:15])=[C:9]([O:12][CH3:13])[CH:10]=2)[N:5]=[N:4][C:3]=1[C:16]([O:18][CH2:19][CH3:20])=[O:17]. The yield is 0.880. (2) The yield is 0.410. The reactants are [CH2:1]([N:5]1[N:9]=[C:8]([C:10]2[CH:15]=[CH:14][C:13]([F:16])=[CH:12][CH:11]=2)[CH:7]=[N:6]1)[CH2:2][C:3]#[CH:4].Br[C:18]1[CH:23]=[CH:22][CH:21]=[CH:20][N:19]=1. No catalyst specified. The product is [F:16][C:13]1[CH:12]=[CH:11][C:10]([C:8]2[CH:7]=[N:6][N:5]([CH2:1][CH2:2][C:3]#[C:4][C:18]3[CH:23]=[CH:22][CH:21]=[CH:20][N:19]=3)[N:9]=2)=[CH:15][CH:14]=1. (3) The reactants are [Cl:1][C:2]1[CH:7]=[CH:6][C:5]([CH:8](O)[C:9]([O:11][CH2:12][CH3:13])=[O:10])=[CH:4][CH:3]=1.CCN(CC)CC.O(S(C)(=O)=O)S(C)(=O)=O.[CH3:31][C:32]1[N:36]2[CH:37]=[C:38]([NH2:42])[CH:39]=[C:40]([CH3:41])[C:35]2=[N:34][N:33]=1.C([O-])(O)=O.[Na+]. The catalyst is C(Cl)Cl.CCOC(C)=O. The product is [Cl:1][C:2]1[CH:7]=[CH:6][C:5]([CH:8]([NH:42][C:38]2[CH:39]=[C:40]([CH3:41])[C:35]3[N:36]([C:32]([CH3:31])=[N:33][N:34]=3)[CH:37]=2)[C:9]([O:11][CH2:12][CH3:13])=[O:10])=[CH:4][CH:3]=1. The yield is 0.300. (4) The reactants are [CH2:1]([O:8][C:9]1[CH:10]=[C:11]2[C:16](=[CH:17][CH:18]=1)[CH2:15][CH:14]([CH:19]([O:25][Si:26]([C:29]([CH3:32])([CH3:31])[CH3:30])([CH3:28])[CH3:27])[C:20]1[O:21][CH:22]=[CH:23][N:24]=1)[CH2:13][CH2:12]2)[C:2]1[CH:7]=[CH:6][CH:5]=[CH:4][CH:3]=1.[Li]CCCC.N#C[C:40](=[O:43])[O:41][CH3:42]. The catalyst is C1COCC1.CCOC(C)=O. The product is [CH2:1]([O:8][C:9]1[CH:10]=[C:11]2[C:16](=[CH:17][CH:18]=1)[CH2:15][CH:14]([CH:19]([O:25][Si:26]([C:29]([CH3:32])([CH3:31])[CH3:30])([CH3:27])[CH3:28])[C:20]1[O:21][C:22]([C:40]([O:41][CH3:42])=[O:43])=[CH:23][N:24]=1)[CH2:13][CH2:12]2)[C:2]1[CH:7]=[CH:6][CH:5]=[CH:4][CH:3]=1. The yield is 0.590. (5) The reactants are [OH:1][C:2]1[CH:3]=[C:4]([CH:21]=[C:22]([O:24][C@@H:25]([CH3:29])[CH2:26][O:27][CH3:28])[CH:23]=1)[C:5]([NH:7][C:8]1[CH:12]=[C:11]([CH3:13])[N:10]([C:14]([O:16][C:17]([CH3:20])([CH3:19])[CH3:18])=[O:15])[N:9]=1)=[O:6].[CH2:30]([O:32][C:33]([C:35]1[CH:40]=[CH:39][C:38](B(O)O)=[CH:37][CH:36]=1)=[O:34])[CH3:31].C(N(CC)CC)C. The catalyst is C(Cl)Cl.C([O-])(=O)C.[Cu+]. The product is [CH2:30]([O:32][C:33]([C:35]1[CH:40]=[CH:39][C:38]([O:1][C:2]2[CH:3]=[C:4]([CH:21]=[C:22]([O:24][C@@H:25]([CH3:29])[CH2:26][O:27][CH3:28])[CH:23]=2)[C:5]([NH:7][C:8]2[CH:12]=[C:11]([CH3:13])[N:10]([C:14]([O:16][C:17]([CH3:20])([CH3:19])[CH3:18])=[O:15])[N:9]=2)=[O:6])=[CH:37][CH:36]=1)=[O:34])[CH3:31]. The yield is 0.0600. (6) No catalyst specified. The reactants are Cl[C:2]1[N:7]2[N:8]=[C:9]([C:14]3[CH:19]=[CH:18][C:17]([O:20][CH3:21])=[CH:16][CH:15]=3)[C:10]([C:11](=[O:13])[CH3:12])=[C:6]2[CH:5]=[CH:4][CH:3]=1.[NH:22]1[CH2:26][CH2:25][CH2:24][CH2:23]1. The yield is 0.840. The product is [CH3:21][O:20][C:17]1[CH:18]=[CH:19][C:14]([C:9]2[C:10]([C:11](=[O:13])[CH3:12])=[C:6]3[CH:5]=[CH:4][CH:3]=[C:2]([N:22]4[CH2:26][CH2:25][CH2:24][CH2:23]4)[N:7]3[N:8]=2)=[CH:15][CH:16]=1.